Dataset: Reaction yield outcomes from USPTO patents with 853,638 reactions. Task: Predict the reaction yield, written as a fraction of the theoretical maximum amount of product (1.0 means a 100% yield; for example, 0.34 means a 34% yield). (1) The reactants are Br[C:2]1[CH:9]=[CH:8][C:5]([C:6]#[N:7])=[CH:4][CH:3]=1.C([Li])CCC.C([O:18][B:19](OC(C)C)[O:20]C(C)C)(C)C.Cl. The catalyst is O1CCCC1.CCCCCC.[Cl-].[Na+]. The product is [C:6]([C:5]1[CH:8]=[CH:9][C:2]([B:19]([OH:20])[OH:18])=[CH:3][CH:4]=1)#[N:7]. The yield is 0.250. (2) The reactants are Cl[C:2]1[C:11]2[C:6](=[CH:7][CH:8]=[C:9]3[S:14](=[O:16])(=[O:15])[CH2:13][CH2:12][C:10]3=2)[N:5]=[CH:4][C:3]=1[C:17]([O:19][CH2:20][CH3:21])=[O:18].[NH2:22][C:23]1[CH:28]=[CH:27][CH:26]=[CH:25][CH:24]=1. No catalyst specified. The product is [O:15]=[S:14]1(=[O:16])[C:9]2[C:10](=[C:11]3[C:6](=[CH:7][CH:8]=2)[N:5]=[CH:4][C:3]([C:17]([O:19][CH2:20][CH3:21])=[O:18])=[C:2]3[NH:22][C:23]2[CH:28]=[CH:27][CH:26]=[CH:25][CH:24]=2)[CH2:12][CH2:13]1. The yield is 0.470. (3) The product is [Cl:39][C:40]1[CH:41]=[C:42]([NH:43][C:79]([NH:78][C:76](=[O:77])[C:73]2[CH:74]=[CH:75][C:70]([CH2:62][CH2:63][CH2:64][CH2:65][CH2:66][CH2:67][CH2:68][CH3:69])=[CH:71][CH:72]=2)=[S:80])[CH:44]=[CH:45][C:46]=1[O:47][C:48]1[C:57]2[C:52](=[CH:53][C:54]([O:60][CH3:61])=[C:55]([O:58][CH3:59])[CH:56]=2)[N:51]=[CH:50][CH:49]=1. The catalyst is C1(C)C=CC=CC=1.C(O)C. The reactants are S(Cl)(Cl)=O.C(C1C=CC(C(O)=O)=CC=1)CCCCCCC.C(C1C=CC(C(Cl)=O)=CC=1)CCCCCCC.[Cl:39][C:40]1[CH:41]=[C:42]([CH:44]=[CH:45][C:46]=1[O:47][C:48]1[C:57]2[C:52](=[CH:53][C:54]([O:60][CH3:61])=[C:55]([O:58][CH3:59])[CH:56]=2)[N:51]=[CH:50][CH:49]=1)[NH2:43].[CH2:62]([C:70]1[CH:75]=[CH:74][C:73]([C:76]([N:78]=[C:79]=[S:80])=[O:77])=[CH:72][CH:71]=1)[CH2:63][CH2:64][CH2:65][CH2:66][CH2:67][CH2:68][CH3:69]. The yield is 0.580. (4) The reactants are [NH2:1][N:2]1[CH2:7][CH2:6][O:5][CH2:4][CH2:3]1.[CH2:8]=[C:9]1[O:13][C:11](=[O:12])[CH2:10]1. The catalyst is O1CCCC1. The product is [N:2]1([NH:1][C:11](=[O:12])[CH2:10][C:9](=[O:13])[CH3:8])[CH2:7][CH2:6][O:5][CH2:4][CH2:3]1. The yield is 0.780. (5) The reactants are Br[C:2]1[CH:7]=[CH:6][CH:5]=[CH:4][C:3]=1[N+:8]([O-:10])=[O:9].CC1(C)C(C)(C)OB([C:19]2[CH:24]=[CH:23][C:22]([O:25][CH3:26])=[CH:21][CH:20]=2)O1.C(=O)([O-])[O-].[K+].[K+]. The catalyst is C1(C)C=CC=CC=1. The product is [CH3:26][O:25][C:22]1[CH:23]=[CH:24][C:19]([C:2]2[CH:7]=[CH:6][CH:5]=[CH:4][C:3]=2[N+:8]([O-:10])=[O:9])=[CH:20][CH:21]=1. The yield is 0.700. (6) The reactants are [C:1]([OH:4])(=O)[CH3:2].[C:5](OC(=O)C)(=[O:7])[CH3:6].[CH3:12][O:13][C:14](=[O:28])[C:15]1[CH:20]=[C:19]([N+:21]([O-])=O)[CH:18]=[C:17]([N+:24]([O-])=O)[C:16]=1[Br:27].CO. The catalyst is C(Cl)Cl.[Fe]. The product is [CH3:12][O:13][C:14](=[O:28])[C:15]1[CH:20]=[C:19]([NH:21][C:5](=[O:7])[CH3:6])[CH:18]=[C:17]([NH:24][C:1](=[O:4])[CH3:2])[C:16]=1[Br:27]. The yield is 0.560. (7) The reactants are [NH:1]1[CH:5]=[N:4][C:3]([NH2:6])=[N:2]1.O=[C:8]1[CH2:13][CH2:12][CH:11]([C:14]([O:16][CH2:17][CH3:18])=[O:15])[CH2:10][CH2:9]1.C([BH3-])#N.[Na+].O. The catalyst is C(O)(=O)C. The product is [N:1]1[N:2]=[C:3]([NH:6][CH:8]2[CH2:13][CH2:12][CH:11]([C:14]([O:16][CH2:17][CH3:18])=[O:15])[CH2:10][CH2:9]2)[NH:4][CH:5]=1. The yield is 0.400. (8) The reactants are [C:1]1([CH3:11])[CH:6]=[CH:5][CH:4]=[C:3](/[CH:7]=[CH:8]/[CH:9]=[O:10])[CH:2]=1.Br[CH2:13][C:14]1[CH:27]=[CH:26][CH:25]=[CH:24][C:15]=1[O:16][Si](C(C)(C)C)(C)C. No catalyst specified. The product is [C:1]1([CH3:11])[CH:6]=[CH:5][CH:4]=[C:3]([C@H:7]2[CH2:8][C:9](=[O:10])[O:16][C:15]3[CH:24]=[CH:25][CH:26]=[CH:27][C:14]=3[CH2:13]2)[CH:2]=1. The yield is 0.570.